From a dataset of Forward reaction prediction with 1.9M reactions from USPTO patents (1976-2016). Predict the product of the given reaction. (1) Given the reactants [NH2:1][C:2]1[CH:7]=[CH:6][CH:5]=[CH:4][C:3]=1[OH:8].CCO[CH2:12][CH3:13], predict the reaction product. The product is: [N:1]1[CH:2]=[CH:3][CH:4]=[CH:5][C:12]=1[CH:13]=[N:1][C:2]1[CH:7]=[CH:6][CH:5]=[CH:4][C:3]=1[OH:8]. (2) Given the reactants [CH:1]([C:4]1[CH:9]=[CH:8][CH:7]=[C:6]([CH:10]([CH3:12])[CH3:11])[C:5]=1[N:13]=[C:14]=[N:15][C:16]1[C:21]([CH:22]([CH3:24])[CH3:23])=[CH:20][CH:19]=[CH:18][C:17]=1[CH:25]([CH3:27])[CH3:26])([CH3:3])[CH3:2].[CH2:28]([N:30]([CH2:32][CH3:33])[OH:31])[CH3:29].[OH-].[Na+], predict the reaction product. The product is: [CH:22]([C:21]1[CH:20]=[CH:19][CH:18]=[C:17]([CH:25]([CH3:27])[CH3:26])[C:16]=1[NH:15][C:14](=[N:13][C:5]1[C:6]([CH:10]([CH3:12])[CH3:11])=[CH:7][CH:8]=[CH:9][C:4]=1[CH:1]([CH3:3])[CH3:2])[O:31][N:30]([CH2:32][CH3:33])[CH2:28][CH3:29])([CH3:24])[CH3:23]. (3) Given the reactants Br[C:2]1[CH:3]=[N:4][N:5]([CH3:18])[C:6]=1[C:7]1[CH:17]=[CH:16][C:10]2[O:11][CH2:12][C:13](=[O:15])[NH:14][C:9]=2[CH:8]=1.[F:19][C:20]1[CH:25]=[CH:24][C:23](B(O)O)=[C:22]([O:29][CH3:30])[CH:21]=1, predict the reaction product. The product is: [F:19][C:20]1[CH:25]=[CH:24][C:23]([C:2]2[CH:3]=[N:4][N:5]([CH3:18])[C:6]=2[C:7]2[CH:17]=[CH:16][C:10]3[O:11][CH2:12][C:13](=[O:15])[NH:14][C:9]=3[CH:8]=2)=[C:22]([O:29][CH3:30])[CH:21]=1. (4) Given the reactants [Cl:1][C:2]1[CH:11]=[C:10]([F:12])[C:9](B2OC(C)(C)C(C)(C)O2)=[CH:8][C:3]=1[C:4]([O:6][CH3:7])=[O:5].Br[C:23]1[C:28]([F:29])=[CH:27][CH:26]=[CH:25][N:24]=1.C1(C)C=CC=CC=1P(C1C=CC=CC=1C)C1C=CC=CC=1C.C([O-])([O-])=O.[Na+].[Na+], predict the reaction product. The product is: [Cl:1][C:2]1[CH:11]=[C:10]([F:12])[C:9]([C:23]2[C:28]([F:29])=[CH:27][CH:26]=[CH:25][N:24]=2)=[CH:8][C:3]=1[C:4]([O:6][CH3:7])=[O:5]. (5) The product is: [Cl:1][C:2]1[CH:3]=[CH:4][C:5]([CH:8]=[CH:9][CH:10]([NH2:12])[CH3:11])=[CH:6][CH:7]=1. Given the reactants [Cl:1][C:2]1[CH:7]=[CH:6][C:5]([C:8]#[C:9][CH:10]([NH2:12])[CH3:11])=[CH:4][CH:3]=1.C(N(CC)CC)C, predict the reaction product. (6) Given the reactants Br[C:2]1[CH:3]=[C:4]2[C:9](=[CH:10][CH:11]=1)[CH:8]=[C:7]([S:12]([N:15]1[CH2:20][CH2:19][N:18]([C:21](=[O:34])[C:22]3[CH:27]=[CH:26][C:25]([C:28]4[CH:33]=[CH:32][N:31]=[CH:30][CH:29]=4)=[CH:24][CH:23]=3)[CH2:17][CH2:16]1)(=[O:14])=[O:13])[CH:6]=[CH:5]2.[C:35]1(P(C2C=CC=CC=2)C2C=CC=CC=2)C=CC=C[CH:36]=1.C(=O)([O-])[O-].[K+].[K+], predict the reaction product. The product is: [C:35]([C:2]1[CH:3]=[C:4]2[C:9](=[CH:10][CH:11]=1)[CH:8]=[C:7]([S:12]([N:15]1[CH2:16][CH2:17][N:18]([C:21](=[O:34])[C:22]3[CH:27]=[CH:26][C:25]([C:28]4[CH:29]=[CH:30][N:31]=[CH:32][CH:33]=4)=[CH:24][CH:23]=3)[CH2:19][CH2:20]1)(=[O:13])=[O:14])[CH:6]=[CH:5]2)#[CH:36].